This data is from Full USPTO retrosynthesis dataset with 1.9M reactions from patents (1976-2016). The task is: Predict the reactants needed to synthesize the given product. (1) Given the product [C:1]([O:5][C:6](=[O:13])[N:7]([CH2:18][C:17]1[CH:20]=[CH:21][CH:22]=[C:15]([F:14])[CH:16]=1)[N:8]1[CH:12]=[CH:11][CH:10]=[CH:9]1)([CH3:4])([CH3:2])[CH3:3], predict the reactants needed to synthesize it. The reactants are: [C:1]([O:5][C:6](=[O:13])[NH:7][N:8]1[CH:12]=[CH:11][CH:10]=[CH:9]1)([CH3:4])([CH3:3])[CH3:2].[F:14][C:15]1[CH:16]=[C:17]([CH:20]=[CH:21][CH:22]=1)[CH2:18]Br.[H-].[Na+]. (2) Given the product [Cl:19][C:4]1[C:3]2[C:8](=[CH:9][CH:10]=[C:11]([OH:12])[C:2]=2[F:1])[N:7]=[CH:6][CH:5]=1, predict the reactants needed to synthesize it. The reactants are: [F:1][C:2]1[C:11]([O:12]C(=O)C)=[CH:10][CH:9]=[C:8]2[C:3]=1[C:4](=O)[CH:5]=[CH:6][NH:7]2.O=P(Cl)(Cl)[Cl:19]. (3) Given the product [CH3:3][C:4]([CH3:41])([CH3:40])[C@@H:5]([C:36]([OH:38])=[O:37])[NH:6][C:7]([C:9]1[CH:14]=[CH:13][C:12]([C:15]2[CH:20]=[CH:19][C:18]([O:21][CH3:22])=[CH:17][CH:16]=2)=[CH:11][C:10]=1[NH:23][C:24]([NH:26][C:27]1[C:28]([CH3:35])=[CH:29][C:30]([CH3:34])=[CH:31][C:32]=1[CH3:33])=[O:25])=[O:8], predict the reactants needed to synthesize it. The reactants are: [OH-].[Li+].[CH3:3][C:4]([CH3:41])([CH3:40])[C@@H:5]([C:36]([O:38]C)=[O:37])[NH:6][C:7]([C:9]1[CH:14]=[CH:13][C:12]([C:15]2[CH:20]=[CH:19][C:18]([O:21][CH3:22])=[CH:17][CH:16]=2)=[CH:11][C:10]=1[NH:23][C:24]([NH:26][C:27]1[C:32]([CH3:33])=[CH:31][C:30]([CH3:34])=[CH:29][C:28]=1[CH3:35])=[O:25])=[O:8].CO.O. (4) Given the product [CH3:1][O:2][C:3]1[N:8]=[CH:7][C:6]([C:9]2[O:13][C:12]([CH3:14])=[C:11]([CH:15]([NH:20][C:21]3[CH:22]=[CH:23][C:24]([C:27]([N:31]([CH3:30])[CH2:32][CH2:33][C:34]([O:36][CH2:37][CH3:38])=[O:35])=[O:29])=[N:25][CH:26]=3)[CH2:16][CH:17]([CH3:19])[CH3:18])[CH:10]=2)=[CH:5][CH:4]=1, predict the reactants needed to synthesize it. The reactants are: [CH3:1][O:2][C:3]1[N:8]=[CH:7][C:6]([C:9]2[O:13][C:12]([CH3:14])=[C:11]([CH:15]([NH:20][C:21]3[CH:22]=[CH:23][C:24]([C:27]([OH:29])=O)=[N:25][CH:26]=3)[CH2:16][CH:17]([CH3:19])[CH3:18])[CH:10]=2)=[CH:5][CH:4]=1.[CH3:30][NH:31][CH2:32][CH2:33][C:34]([O:36][CH2:37][CH3:38])=[O:35].Cl.C(N=C=NCCCN(C)C)C.O.OC1C2N=NNC=2C=CC=1. (5) Given the product [CH3:2][O:3][C:4](=[O:34])[C@@H:5]([NH:33][S:49]([C:46]1[CH:45]=[CH:44][C:43]([N+:40]([O-:42])=[O:41])=[CH:48][CH:47]=1)(=[O:50])=[O:51])[CH2:6][C:7]1[CH:32]=[CH:31][C:10]2[O:11][C@H:12]([C:15]3[CH:20]=[CH:19][C:18]([O:21][CH2:22][C:23]4[CH:28]=[CH:27][C:26]([Cl:29])=[C:25]([Cl:30])[CH:24]=4)=[CH:17][CH:16]=3)[CH2:13][O:14][C:9]=2[CH:8]=1, predict the reactants needed to synthesize it. The reactants are: Cl.[CH3:2][O:3][C:4](=[O:34])[C@@H:5]([NH2:33])[CH2:6][C:7]1[CH:32]=[CH:31][C:10]2[O:11][C@H:12]([C:15]3[CH:20]=[CH:19][C:18]([O:21][CH2:22][C:23]4[CH:28]=[CH:27][C:26]([Cl:29])=[C:25]([Cl:30])[CH:24]=4)=[CH:17][CH:16]=3)[CH2:13][O:14][C:9]=2[CH:8]=1.C([O-])(O)=O.[Na+].[N+:40]([C:43]1[CH:48]=[CH:47][C:46]([S:49](Cl)(=[O:51])=[O:50])=[CH:45][CH:44]=1)([O-:42])=[O:41]. (6) Given the product [CH3:1][O:2][C:3](=[O:18])[CH2:4][CH2:5][C:6]1[CH:11]=[CH:10][C:9]([O:12][CH2:13][CH2:14][CH2:15][O:16][S:27]([CH3:26])(=[O:29])=[O:28])=[CH:8][C:7]=1[CH3:17], predict the reactants needed to synthesize it. The reactants are: [CH3:1][O:2][C:3](=[O:18])[CH2:4][CH2:5][C:6]1[CH:11]=[CH:10][C:9]([O:12][CH2:13][CH2:14][CH2:15][OH:16])=[CH:8][C:7]=1[CH3:17].CCN(CC)CC.[CH3:26][S:27](Cl)(=[O:29])=[O:28].